Task: Predict the reactants needed to synthesize the given product.. Dataset: Full USPTO retrosynthesis dataset with 1.9M reactions from patents (1976-2016) (1) Given the product [CH2:1]([O:3][C:4]([C:6]1([C:29](=[O:36])[C:30]2[CH:35]=[CH:34][CH:33]=[CH:32][CH:31]=2)[CH2:11][CH2:10][CH2:9][N:8]([C:12]([O:14][C:15]([CH3:17])([CH3:16])[CH3:18])=[O:13])[CH2:7]1)=[O:5])[CH3:2], predict the reactants needed to synthesize it. The reactants are: [CH2:1]([O:3][C:4]([CH:6]1[CH2:11][CH2:10][CH2:9][N:8]([C:12]([O:14][C:15]([CH3:18])([CH3:17])[CH3:16])=[O:13])[CH2:7]1)=[O:5])[CH3:2].[Li+].C[Si]([N-][Si](C)(C)C)(C)C.[C:29](Cl)(=[O:36])[C:30]1[CH:35]=[CH:34][CH:33]=[CH:32][CH:31]=1.CCOC(C)=O. (2) The reactants are: N1C2C(=CC=CC=2)[C:3]2([O:20][C:12]3[CH:13]=CC4OCOC=4[C:11]=3[CH2:10]2)C1=O.Br[C:23]1[CH:31]=[CH:30][CH:29]=[C:28]2[C:24]=1[C:25]1([C:36]3=[CH:37][C:38]4[O:42][CH2:41][O:40][C:39]=4[CH:43]=[C:35]3[O:34][CH2:33]1)[C:26](=O)[NH:27]2.ClCC1OC=CC=1.BrCC1OC(C(F)(F)F)=CC=1. Given the product [O:20]1[CH:3]=[CH:10][CH:11]=[C:12]1[CH2:13][N:27]1[C:28]2[C:24](=[CH:23][CH:31]=[CH:30][CH:29]=2)[C:25]2([C:36]3=[CH:37][C:38]4[O:42][CH2:41][O:40][C:39]=4[CH:43]=[C:35]3[O:34][CH2:33]2)[CH2:26]1, predict the reactants needed to synthesize it. (3) Given the product [N+:20]([C:14]1[C:13]([C:23]([O:25][CH3:26])=[O:24])=[N:12][N:11]2[CH2:10][CH2:9][NH:8][C:16](=[O:17])[C:15]=12)([O-:22])=[O:21], predict the reactants needed to synthesize it. The reactants are: C(OC([NH:8][CH2:9][CH2:10][N:11]1[C:15]([C:16](OC)=[O:17])=[C:14]([N+:20]([O-:22])=[O:21])[C:13]([C:23]([O:25][CH3:26])=[O:24])=[N:12]1)=O)(C)(C)C.FC(F)(F)C(O)=O.